Predict the reaction yield, written as a fraction of the theoretical maximum amount of product (1.0 means a 100% yield; for example, 0.34 means a 34% yield). From a dataset of Reaction yield outcomes from USPTO patents with 853,638 reactions. (1) The reactants are [F:1][C:2]1[CH:7]=[CH:6][C:5]([C:8]2[C:16]3[C:11](=[CH:12][CH:13]=[C:14]([NH:17][C:18]([C:20]4[CH:28]=[CH:27][C:23]([C:24](O)=[O:25])=[CH:22][CH:21]=4)=[O:19])[CH:15]=3)[NH:10][N:9]=2)=[CH:4][CH:3]=1.[CH3:29][NH2:30]. No catalyst specified. The product is [F:1][C:2]1[CH:3]=[CH:4][C:5]([C:8]2[C:16]3[C:11](=[CH:12][CH:13]=[C:14]([NH:17][C:18]([C:20]4[CH:21]=[CH:22][C:23]([C:24](=[O:25])[NH:30][CH3:29])=[CH:27][CH:28]=4)=[O:19])[CH:15]=3)[NH:10][N:9]=2)=[CH:6][CH:7]=1. The yield is 0.670. (2) The reactants are CC(C)(C)[C@H](NC(=O)[C@@H](NC)C)C(N1[C@H](C(=O)N[C@H]2C3C(=CC=CC=3)CCC2)CC2C(=CC(NC(=O)CCC(N[C@H]3C[C@@H](C(=O)N[C@H]4C5C(=CC=CC=5)CCC4)N(C(=O)[C@@H](NC(=O)[C@@H](NC)C)C(C)(C)C)C3)=O)=CC=2)C1)=O.[C@H:78]1([NH:88][C:89]([C@@H:91]2[CH2:96][C@H:95]([O:97][CH2:98][C:99]3[CH:108]=[CH:107][C:102]([C:103]([O:105][CH3:106])=[O:104])=[CH:101][CH:100]=3)[CH2:94][CH2:93][NH:92]2)=[O:90])[C:87]2[C:82](=[CH:83][CH:84]=[CH:85][CH:86]=2)[CH2:81][CH2:80][CH2:79]1.[C:109]([O:113][C:114]([NH:116][C@@H:117]([C:121]([CH3:124])([CH3:123])[CH3:122])[C:118](O)=[O:119])=[O:115])([CH3:112])([CH3:111])[CH3:110]. No catalyst specified. The product is [C:109]([O:113][C:114]([NH:116][C@@H:117]([C:121]([CH3:124])([CH3:123])[CH3:122])[C:118]([N:92]1[CH2:93][CH2:94][C@@H:95]([O:97][CH2:98][C:99]2[CH:100]=[CH:101][C:102]([C:103]([O:105][CH3:106])=[O:104])=[CH:107][CH:108]=2)[CH2:96][C@H:91]1[C:89](=[O:90])[NH:88][C@H:78]1[C:87]2[C:82](=[CH:83][CH:84]=[CH:85][CH:86]=2)[CH2:81][CH2:80][CH2:79]1)=[O:119])=[O:115])([CH3:112])([CH3:111])[CH3:110]. The yield is 0.610. (3) The reactants are [CH3:1][O:2][C:3]([NH:5][C@H:6]([C:10]([N:12]1[C@H:17]([C:18]2[NH:22][C:21]3[C:23]4[C:28]([CH:29]=[CH:30][C:20]=3[N:19]=2)=[CH:27][C:26]2[C:31]3[C:36]([CH2:37][O:38][C:25]=2[CH:24]=4)=[CH:35][C:34]([C:39]2[NH:43][C:42]([C@@H:44]4[CH2:48][C@H:47]([CH2:49][O:50][CH3:51])[CH2:46][N:45]4C(OC(C)(C)C)=O)=[N:41][CH:40]=2)=[CH:33][CH:32]=3)[CH2:16][C@H:15]2[C@@H:13]1[CH2:14]2)=[O:11])[CH:7]([CH3:9])[CH3:8])=[O:4].Cl.[CH3:60][O:61][C:62]([NH:64][C@H:65]([C:69]1[CH:74]=[CH:73][CH:72]=[CH:71][CH:70]=1)[C:66]([OH:68])=O)=[O:63].CCN(C(C)C)C(C)C.CCOC(C(C#N)=NOC(N1CCOCC1)=[N+](C)C)=O.F[P-](F)(F)(F)(F)F. The catalyst is C(Cl)Cl.CO.CN(C=O)C.[Li+].[OH-]. The product is [CH3:1][O:2][C:3]([NH:5][C@@H:6]([CH:7]([CH3:9])[CH3:8])[C:10]([N:12]1[C@H:17]([C:18]2[NH:22][C:21]3[C:23]4[C:28]([CH:29]=[CH:30][C:20]=3[N:19]=2)=[CH:27][C:26]2[C:31]3[C:36]([CH2:37][O:38][C:25]=2[CH:24]=4)=[CH:35][C:34]([C:39]2[NH:43][C:42]([C@@H:44]4[CH2:48][C@H:47]([CH2:49][O:50][CH3:51])[CH2:46][N:45]4[C:66](=[O:68])[C@H:65]([NH:64][C:62](=[O:63])[O:61][CH3:60])[C:69]4[CH:74]=[CH:73][CH:72]=[CH:71][CH:70]=4)=[N:41][CH:40]=2)=[CH:33][CH:32]=3)[CH2:16][C@H:15]2[C@@H:13]1[CH2:14]2)=[O:11])=[O:4]. The yield is 0.550.